Dataset: Catalyst prediction with 721,799 reactions and 888 catalyst types from USPTO. Task: Predict which catalyst facilitates the given reaction. (1) Reactant: CS(O[CH:6]1[CH2:11][CH2:10][N:9]([C:12]([O:14][C:15]([CH3:18])([CH3:17])[CH3:16])=[O:13])[CH2:8][CH2:7]1)(=O)=O.[CH3:19][C:20]1([CH3:32])[C:24]([CH3:26])([CH3:25])[O:23][B:22]([C:27]2[CH:28]=[N:29][NH:30][CH:31]=2)[O:21]1.C([O-])([O-])=O.[Cs+].[Cs+]. Product: [CH3:19][C:20]1([CH3:32])[C:24]([CH3:25])([CH3:26])[O:23][B:22]([C:27]2[CH:31]=[N:30][N:29]([CH:6]3[CH2:11][CH2:10][N:9]([C:12]([O:14][C:15]([CH3:18])([CH3:17])[CH3:16])=[O:13])[CH2:8][CH2:7]3)[CH:28]=2)[O:21]1. The catalyst class is: 18. (2) The catalyst class is: 61. Reactant: [C:1]([C:5]1[O:9][N:8]=[C:7]([NH:10][C:11]([NH:13][C:14]2[CH:19]=[CH:18][CH:17]=[C:16]([O:20][C:21]3[C:30]4[C:25](=[CH:26][C:27]([O:34][CH2:35][CH3:36])=[C:28]([O:31][CH2:32][CH3:33])[CH:29]=4)[N:24]=[CH:23][N:22]=3)[CH:15]=2)=[O:12])[CH:6]=1)([CH3:4])([CH3:3])[CH3:2].[ClH:37].CCOCC. Product: [ClH:37].[C:1]([C:5]1[O:9][N:8]=[C:7]([NH:10][C:11]([NH:13][C:14]2[CH:19]=[CH:18][CH:17]=[C:16]([O:20][C:21]3[C:30]4[C:25](=[CH:26][C:27]([O:34][CH2:35][CH3:36])=[C:28]([O:31][CH2:32][CH3:33])[CH:29]=4)[N:24]=[CH:23][N:22]=3)[CH:15]=2)=[O:12])[CH:6]=1)([CH3:3])([CH3:2])[CH3:4]. (3) Reactant: ClS([N:5]=[C:6]=[O:7])(=O)=O.C1COCC1.[CH2:13]([O:20][C:21]1[CH:26]=[CH:25][C:24]([C:27]2[CH:31]=[C:30]([CH2:32][OH:33])[O:29][N:28]=2)=[CH:23][CH:22]=1)[C:14]1[CH:19]=[CH:18][CH:17]=[CH:16][CH:15]=1. Product: [CH2:13]([O:20][C:21]1[CH:26]=[CH:25][C:24]([C:27]2[CH:31]=[C:30]([CH2:32][O:33][C:6](=[O:7])[NH2:5])[O:29][N:28]=2)=[CH:23][CH:22]=1)[C:14]1[CH:19]=[CH:18][CH:17]=[CH:16][CH:15]=1. The catalyst class is: 6. (4) Reactant: [F:1][CH:2]([F:34])[O:3][C:4]1[C:12]2[CH2:11][N:10]([C:13]3[CH:18]=[CH:17][C:16]([CH2:19][C:20]([O:22]CC)=[O:21])=[CH:15][C:14]=3[F:25])[C:9](=[O:26])[C:8]=2[C:7]([O:27][CH2:28][CH3:29])=[C:6]2[CH:30]=[CH:31][CH:32]=[CH:33][C:5]=12.C(O)(=O)C.Cl. Product: [F:34][CH:2]([F:1])[O:3][C:4]1[C:12]2[CH2:11][N:10]([C:13]3[CH:18]=[CH:17][C:16]([CH2:19][C:20]([OH:22])=[O:21])=[CH:15][C:14]=3[F:25])[C:9](=[O:26])[C:8]=2[C:7]([O:27][CH2:28][CH3:29])=[C:6]2[CH:30]=[CH:31][CH:32]=[CH:33][C:5]=12. The catalyst class is: 6. (5) Reactant: C1(P(C2C=CC=CC=2)C2C=CC=CC=2)C=CC=CC=1.N(C(OCC)=O)=NC(OCC)=O.[C:32]([O:36][CH2:37][CH2:38][OH:39])([CH3:35])([CH3:34])[CH3:33].O[C:41]1[CH:42]=[C:43]2[C:47](=[CH:48][CH:49]=1)[NH:46][CH:45]=[CH:44]2. Product: [C:32]([O:36][CH2:37][CH2:38][O:39][C:41]1[CH:42]=[C:43]2[C:47](=[CH:48][CH:49]=1)[NH:46][CH:45]=[CH:44]2)([CH3:35])([CH3:34])[CH3:33]. The catalyst class is: 34. (6) Reactant: FC(F)(F)C(O)=O.[CH2:8]([N:19]([CH2:31][C:32]([OH:34])=[O:33])[CH2:20][CH2:21][N:22]([CH2:27][C:28]([OH:30])=[O:29])[CH2:23][C:24]([OH:26])=[O:25])[CH2:9][N:10]([CH2:15][C:16]([OH:18])=[O:17])[CH2:11][C:12]([OH:14])=[O:13].C(OC([NH:42][CH2:43][CH:44]1[CH2:49][CH2:48][CH:47]([CH2:50][NH-:51])[CH2:46][CH2:45]1)=O)(C)(C)C. Product: [CH2:20]([N:19]([CH2:31][C:32]([OH:34])=[O:33])[CH2:8][CH2:9][N:10]([CH2:11][C:12]([OH:14])=[O:13])[CH2:15][C:16]([OH:18])=[O:17])[CH2:21][N:22]([CH2:27][C:28]([OH:30])=[O:29])[CH2:23][C:24]([OH:26])=[O:25].[NH2:42][CH2:43][CH:44]1[CH2:49][CH2:48][CH:47]([CH2:50][NH-:51])[CH2:46][CH2:45]1. The catalyst class is: 27. (7) Reactant: [F:1][C:2]([F:21])([F:20])[C:3]([F:19])([C:8]1[CH:14]=[CH:13][C:11]([NH2:12])=[C:10]([C:15]([F:18])([F:17])[F:16])[CH:9]=1)[C:4]([F:7])([F:6])[F:5].CN(C=O)C.[Br:27]N1C(=O)CCC1=O. Product: [Br:27][C:13]1[CH:14]=[C:8]([C:3]([F:19])([C:4]([F:7])([F:6])[F:5])[C:2]([F:20])([F:21])[F:1])[CH:9]=[C:10]([C:15]([F:16])([F:17])[F:18])[C:11]=1[NH2:12]. The catalyst class is: 6. (8) Reactant: [CH2:1]([S:3]([C:6]1[CH:7]=[CH:8][C:9]([CH2:12][NH:13][C:14]([C:16]2[CH:17]=[C:18]3[CH2:24][NH:23][C@@H:22]([CH:25]([CH3:27])[CH3:26])[C:19]3=[N:20][CH:21]=2)=[O:15])=[N:10][CH:11]=1)(=[O:5])=[O:4])[CH3:2].[F:28][C:29]([F:39])([F:38])[C@H:30]1[CH2:35][CH2:34][C@H:33]([CH:36]=O)[CH2:32][CH2:31]1.C(O)(=O)C.C([BH3-])#N.[Na+]. Product: [CH2:1]([S:3]([C:6]1[CH:7]=[CH:8][C:9]([CH2:12][NH:13][C:14]([C:16]2[CH:17]=[C:18]3[CH2:24][N:23]([CH2:36][C@H:33]4[CH2:32][CH2:31][C@H:30]([C:29]([F:28])([F:38])[F:39])[CH2:35][CH2:34]4)[C@@H:22]([CH:25]([CH3:26])[CH3:27])[C:19]3=[N:20][CH:21]=2)=[O:15])=[N:10][CH:11]=1)(=[O:4])=[O:5])[CH3:2]. The catalyst class is: 5. (9) Reactant: [H-].[Na+].[C:3]1([C:9]2[CH:10]=[CH:11][C:12]3[NH:13][C:14]4[C:19]([C:20]=3[CH:21]=2)=[CH:18][C:17]([C:22]2[CH:27]=[CH:26][CH:25]=[CH:24][CH:23]=2)=[CH:16][CH:15]=4)[CH:8]=[CH:7][CH:6]=[CH:5][CH:4]=1.C1OCCOCCOCCOCCOC1.[Br:43][C:44]1[CH:52]=[CH:51][CH:50]=[CH:49][C:45]=1[C:46](Br)=O. Product: [Br:43][C:44]1[CH:52]=[CH:51][CH:50]=[CH:49][C:45]=1[CH2:46][N:13]1[C:14]2[CH:15]=[CH:16][C:17]([C:22]3[CH:23]=[CH:24][CH:25]=[CH:26][CH:27]=3)=[CH:18][C:19]=2[C:20]2[C:12]1=[CH:11][CH:10]=[C:9]([C:3]1[CH:8]=[CH:7][CH:6]=[CH:5][CH:4]=1)[CH:21]=2. The catalyst class is: 1. (10) Reactant: Cl[C:2]1[N:3]=[C:4]([C:12]([C:14]2[S:15][CH:16]=[CH:17][CH:18]=2)=[O:13])[C:5]2[S:10][C:9]([Cl:11])=[CH:8][C:6]=2[N:7]=1.[N:19]1[CH:24]=[CH:23][CH:22]=[C:21]([CH2:25][NH2:26])[CH:20]=1. Product: [Cl:11][C:9]1[S:10][C:5]2[C:4]([C:12]([C:14]3[S:15][CH:16]=[CH:17][CH:18]=3)=[O:13])=[N:3][C:2]([NH:26][CH2:25][C:21]3[CH:20]=[N:19][CH:24]=[CH:23][CH:22]=3)=[N:7][C:6]=2[CH:8]=1. The catalyst class is: 51.